This data is from Forward reaction prediction with 1.9M reactions from USPTO patents (1976-2016). The task is: Predict the product of the given reaction. (1) Given the reactants [CH3:1][O:2][C:3]1[CH:4]=[C:5]2[C:10](=[CH:11][CH:12]=1)[C:9]([OH:13])=[N:8][CH:7]=[CH:6]2.Br[C:15]1[CH:22]=[CH:21][C:18]([CH:19]=[O:20])=[C:17]([O:23][CH3:24])[CH:16]=1.N1CCC[C@H]1C(O)=O.C(=O)([O-])[O-].[K+].[K+], predict the reaction product. The product is: [CH3:24][O:23][C:17]1[CH:16]=[C:15]([N:8]2[CH:7]=[CH:6][C:5]3[C:10](=[CH:11][CH:12]=[C:3]([O:2][CH3:1])[CH:4]=3)[C:9]2=[O:13])[CH:22]=[CH:21][C:18]=1[CH:19]=[O:20]. (2) The product is: [C:8]([O:25][CH:24]1[C:18]2[CH:17]=[CH:16][CH:15]=[CH:14][C:19]=2[CH2:20][CH2:21][CH2:22][CH2:23]1)(=[O:12])[C:9]([CH3:11])=[CH2:10]. Given the reactants C(N(CC)CC)C.[C:8](Cl)(=[O:12])[C:9]([CH3:11])=[CH2:10].[CH:14]1[C:19]2[CH2:20][CH2:21][CH2:22][CH2:23][CH:24]([OH:25])[C:18]=2[CH:17]=[CH:16][CH:15]=1, predict the reaction product. (3) Given the reactants [C:1]([O:5][C:6]([N:8]([CH2:29][C:30]1[CH:35]=[CH:34][C:33]([O:36][CH3:37])=[CH:32][C:31]=1[O:38][CH3:39])[C:9]1[N:14]=[C:13]2[N:15]([CH2:23][CH3:24])[C:16]([C:18]([O:20]CC)=[O:19])=[CH:17][C:12]2=[C:11]2[N:25]([CH3:28])[CH:26]=[N:27][C:10]=12)=[O:7])([CH3:4])([CH3:3])[CH3:2].[OH-].[Na+], predict the reaction product. The product is: [C:1]([O:5][C:6]([N:8]([CH2:29][C:30]1[CH:35]=[CH:34][C:33]([O:36][CH3:37])=[CH:32][C:31]=1[O:38][CH3:39])[C:9]1[N:14]=[C:13]2[N:15]([CH2:23][CH3:24])[C:16]([C:18]([OH:20])=[O:19])=[CH:17][C:12]2=[C:11]2[N:25]([CH3:28])[CH:26]=[N:27][C:10]=12)=[O:7])([CH3:4])([CH3:3])[CH3:2].